Dataset: Experimentally validated miRNA-target interactions with 360,000+ pairs, plus equal number of negative samples. Task: Binary Classification. Given a miRNA mature sequence and a target amino acid sequence, predict their likelihood of interaction. (1) The miRNA is hsa-miR-92a-1-5p with sequence AGGUUGGGAUCGGUUGCAAUGCU. The protein sequence of the target gene is MRRDVNGVTKSRFEMFSNSDEAVINKKLPKELLLRIFSFLDVVTLCRCAQVSRAWNVLALDGSNWQRIDLFDFQRDIEGRVVENISKRCGGFLRKLSLRGCLGVGDNALRTFAQNCRNIEVLSLNGCTKTTDATCTSLSKFCSKLRHLDLASCTSITNMSLKALSEGCPLLEQLNISWCDQVTKDGIQALVRGCGGLKALFLKGCTQLEDEALKYIGAHCPELVTLNLQTCLQITDEGLITICRGCHKLQSLCASGCSNITDAILNALGQNCPRLRILEVARCSQLTDVGFTTLARNCHE.... Result: 0 (no interaction). (2) The miRNA is hsa-miR-449c-5p with sequence UAGGCAGUGUAUUGCUAGCGGCUGU. The protein sequence of the target gene is MRIFIAFEGSFEAFDVEAHTSVGAIKQMIKDYFHIPLSEDKQGRWYLELMYAGAALRNSWSLSDVGISFCSTLKCFVKKEDKPTLYVFNAVTQEMMPIMENMSLLDKKVSDLRMLVTLRCGFPVSVYCLRTPTGLEMYDCNTLKDYQTDIGTTLRLDVWDGWKEFLMGCLLGQKPKVQHYLSKEGPVLKYGS. Result: 0 (no interaction). (3) Result: 0 (no interaction). The protein sequence of the target gene is MKVITCEIAWHNKEPVYSLDFQHGTAGRIHRLASAGVDTNVRIWKVEKGPDGKAIVEFLSNLARHTKAVNVVRFSPTGEILASGGDDAVILLWKVNDNKEPEQIAFQDEDEAQLNKENWTVVKTLRGHLEDVYDICWATDGNLMASASVDNTAIIWDVSKGQKISIFNEHKSYVQGVTWDPLGQYVATLSCDRVLRVYSIQKKRVAFNVSKMLSGIGAEGEARSYRMFHDDSMKSFFRRLSFTPDGSLLLTPAGCVESGENVMNTTYVFSRKNLKRPIAHLPCPGKATLAVRCCPVYFEL.... The miRNA is hsa-miR-4676-5p with sequence GAGCCAGUGGUGAGACAGUGA. (4) The miRNA is hsa-miR-7977 with sequence UUCCCAGCCAACGCACCA. The protein sequence of the target gene is MNVNQVAENLALSHQEELVDLPKNYPLSENEDEGDSDGERKHQKLLEAIISLDGKNRRKLAERSEASLKVSEFSVSSEGSGEKLGLADLLEPVKTSSSLATVKKQLNRVKSKKVVELPLNKEKIEQIHREVAFSKTSQVLSKWDPIILKNQQAEQLVFPLGKEQPAIAPIEHALSGWKARTPLEQEIFNLLHKNKQPVTDPLLTPMEKASLQAMSLEEAKMHRAELQRARALQSYYEAKARKEKKIKSKKYHKVVKKGKAKKALKEFEQLQKVNPTVALEEMEKIENARMMERMSLKHQN.... Result: 0 (no interaction). (5) The protein sequence of the target gene is MPRRKQEQPKRLPSHVSRQDEAEGDFSEGEQWYGNSSETPSEASYGEVQENYKLSLEDRIQEQSTSPDTSLGSATPSSHTLELVALDGEVLRDSLQCQGHLSPGVSSVCDDDPPSSNKPLSSNLRRLLEAGSLKLDGTANGRVESPVNVGPSLSFSPPSHHAQQLSVLARKLAEKQDQSDQFTPSNRFIWNQGKWLPNSTTTCGLSPDSAILKLKAAANAVLQDKSLSRTEESLRFESFSSPFSSQSASSTLAALSKKVSERSLTPGQEHPPPASSFLSLASMTSSAALLKEVAARAAGS.... The miRNA is mmu-miR-466m-3p with sequence UACAUACACACAUACACACGCA. Result: 1 (interaction). (6) The miRNA is hsa-miR-518a-3p with sequence GAAAGCGCUUCCCUUUGCUGGA. The protein sequence of the target gene is MLWQKPTAPEQAPAPARPYQGVRVKEPVKELLRRKRGHASSGAAPAPTAVVLPHQPLATYTTVGPSCLDMEGSVSAVTEEAALCAGWLSQPTPATLQPLAPWTPYTEYVPHEAVSCPYSADMYVQPVCPSYTVVGPSSVLTYASPPLITNVTTRSSATPAVGPPLEGPEHQAPLTYFPWPQPLSTLPTSTLQYQPPAPALPGPQFVQLPISIPEPVLQDMEDPRRAASSLTIDKLLLEEEDSDAYALNHTLSVEGF. Result: 0 (no interaction). (7) The miRNA is hsa-miR-545-5p with sequence UCAGUAAAUGUUUAUUAGAUGA. The protein sequence of the target gene is MFQLPVNNLGSLRKARKTVKKILSDIGLEYCKEHIEDFKQFEPNDFYLKNTTWEDVGLWDPSLTKNQDYRTKPFCCSACPFSSKFFSAYKSHFRNVHSEDFENRILLNCPYCTFNADKKTLETHIKIFHAPNSSAPSSSLSTFKDKNKNDGLKPKQADNVEQAVYYCKKCTYRDPLYEIVRKHIYREHFQHVAAPYIAKAGEKSLNGAVSLGTNAREECNIHCKRCLFMPKSYEALVQHVIEDHERIGYQVTAMIGHTNVVVPRAKPLMLIAPKPQDKKGMGLPPRISSLASGNVRSLPS.... Result: 0 (no interaction). (8) The miRNA is hsa-miR-130b-3p with sequence CAGUGCAAUGAUGAAAGGGCAU. The protein sequence of the target gene is MSIQAPPRLLELAGQSLLRDQALSISAMEELPRVLYLPLFREAFSRRHFQTLTVMVQAWPFTCLPLVSLMKTLHLEPLKALLEGLHMLLTQKDRPRRWKLQVLDLRDVDENFWARWPGAWALSCFPEAMSKRQTAEDCPRTGEHQPLKVFIDICLKEIPQDECLRYLFQWVYQRRGLVHLCCSKLVNYLTPIKYLRKSLKIIYINSIGELEIHNTCWPHLIRKLYCYLKEMKTLCKLVFSRCHHYTSDNELEGWLVTRFTSVFLRLEHLQLLKIKLITFFSGHLEQLIRCLQNPLENLEL.... Result: 0 (no interaction).